Dataset: NCI-60 drug combinations with 297,098 pairs across 59 cell lines. Task: Regression. Given two drug SMILES strings and cell line genomic features, predict the synergy score measuring deviation from expected non-interaction effect. (1) Drug 1: C1CCN(CC1)CCOC2=CC=C(C=C2)C(=O)C3=C(SC4=C3C=CC(=C4)O)C5=CC=C(C=C5)O. Drug 2: C1=CC(=CC=C1CCC2=CNC3=C2C(=O)NC(=N3)N)C(=O)NC(CCC(=O)O)C(=O)O. Cell line: SNB-19. Synergy scores: CSS=31.6, Synergy_ZIP=-0.231, Synergy_Bliss=-1.76, Synergy_Loewe=-16.9, Synergy_HSA=-1.33. (2) Drug 1: CC1=C(C(=CC=C1)Cl)NC(=O)C2=CN=C(S2)NC3=CC(=NC(=N3)C)N4CCN(CC4)CCO. Drug 2: C1C(C(OC1N2C=NC(=NC2=O)N)CO)O. Cell line: T-47D. Synergy scores: CSS=3.17, Synergy_ZIP=-0.222, Synergy_Bliss=0.342, Synergy_Loewe=-1.37, Synergy_HSA=-3.66. (3) Drug 1: CC1=CC2C(CCC3(C2CCC3(C(=O)C)OC(=O)C)C)C4(C1=CC(=O)CC4)C. Drug 2: C1CC(C1)(C(=O)O)C(=O)O.[NH2-].[NH2-].[Pt+2]. Cell line: SK-OV-3. Synergy scores: CSS=23.7, Synergy_ZIP=-4.02, Synergy_Bliss=0.441, Synergy_Loewe=1.06, Synergy_HSA=0.729. (4) Drug 1: CNC(=O)C1=CC=CC=C1SC2=CC3=C(C=C2)C(=NN3)C=CC4=CC=CC=N4. Drug 2: CC(CN1CC(=O)NC(=O)C1)N2CC(=O)NC(=O)C2. Cell line: DU-145. Synergy scores: CSS=4.51, Synergy_ZIP=-5.86, Synergy_Bliss=-2.19, Synergy_Loewe=-4.06, Synergy_HSA=-4.20. (5) Drug 1: C1=NC2=C(N1)C(=S)N=C(N2)N. Cell line: U251. Drug 2: C(CCl)NC(=O)N(CCCl)N=O. Synergy scores: CSS=25.8, Synergy_ZIP=-4.42, Synergy_Bliss=-1.11, Synergy_Loewe=-19.3, Synergy_HSA=-0.573. (6) Drug 1: C1=CC(=CC=C1CC(C(=O)O)N)N(CCCl)CCCl.Cl. Drug 2: C1C(C(OC1N2C=NC3=C2NC=NCC3O)CO)O. Cell line: NCI-H460. Synergy scores: CSS=17.5, Synergy_ZIP=0.118, Synergy_Bliss=-0.235, Synergy_Loewe=-7.26, Synergy_HSA=-1.01. (7) Drug 1: C1=CC=C(C(=C1)C(C2=CC=C(C=C2)Cl)C(Cl)Cl)Cl. Drug 2: CC12CCC3C(C1CCC2O)C(CC4=C3C=CC(=C4)O)CCCCCCCCCS(=O)CCCC(C(F)(F)F)(F)F. Cell line: HCT-15. Synergy scores: CSS=3.43, Synergy_ZIP=-0.294, Synergy_Bliss=0.521, Synergy_Loewe=-0.815, Synergy_HSA=-0.190. (8) Drug 1: CN1C2=C(C=C(C=C2)N(CCCl)CCCl)N=C1CCCC(=O)O.Cl. Drug 2: CC(C)(C#N)C1=CC(=CC(=C1)CN2C=NC=N2)C(C)(C)C#N. Cell line: OVCAR-5. Synergy scores: CSS=4.46, Synergy_ZIP=-5.27, Synergy_Bliss=-5.65, Synergy_Loewe=-3.54, Synergy_HSA=-3.35. (9) Drug 1: COC1=C(C=C2C(=C1)N=CN=C2NC3=CC(=C(C=C3)F)Cl)OCCCN4CCOCC4. Drug 2: B(C(CC(C)C)NC(=O)C(CC1=CC=CC=C1)NC(=O)C2=NC=CN=C2)(O)O. Cell line: SW-620. Synergy scores: CSS=3.13, Synergy_ZIP=-5.00, Synergy_Bliss=-10.1, Synergy_Loewe=-9.29, Synergy_HSA=-7.18.